This data is from Catalyst prediction with 721,799 reactions and 888 catalyst types from USPTO. The task is: Predict which catalyst facilitates the given reaction. (1) Reactant: [NH2:1][C:2]1[C:7]([C:8]#[C:9][Si](C)(C)C)=[CH:6][CH:5]=[CH:4][N:3]=1.O1CCCC1.[F-].C([N+](CCCC)(CCCC)CCCC)CCC. Product: [NH2:1][C:2]1[C:7]([C:8]#[CH:9])=[CH:6][CH:5]=[CH:4][N:3]=1. The catalyst class is: 6. (2) Reactant: [F:1][C:2]1[CH:3]=[C:4]([NH:21][C:22]([C:24]2[C:25](=[O:45])[N:26]([C:39]3[CH:44]=[CH:43][CH:42]=[CH:41][CH:40]=3)[N:27]([CH2:30][C@H:31]([O:33][C:34](=[O:38])[C@@H:35]([NH2:37])[CH3:36])[CH3:32])[C:28]=2[CH3:29])=[O:23])[CH:5]=[CH:6][C:7]=1[O:8][C:9]1[C:18]2[C:13](=[CH:14][C:15]([O:19][CH3:20])=[CH:16][CH:17]=2)[N:12]=[CH:11][CH:10]=1.CO.[C:48]1([CH3:58])[CH:53]=[CH:52][C:51]([S:54]([OH:57])(=[O:56])=[O:55])=[CH:50][CH:49]=1. Product: [CH3:58][C:48]1[CH:49]=[CH:50][C:51]([S:54]([OH:57])(=[O:56])=[O:55])=[CH:52][CH:53]=1.[F:1][C:2]1[CH:3]=[C:4]([NH:21][C:22]([C:24]2[C:25](=[O:45])[N:26]([C:39]3[CH:40]=[CH:41][CH:42]=[CH:43][CH:44]=3)[N:27]([CH2:30][C@H:31]([O:33][C:34](=[O:38])[C@@H:35]([NH2:37])[CH3:36])[CH3:32])[C:28]=2[CH3:29])=[O:23])[CH:5]=[CH:6][C:7]=1[O:8][C:9]1[C:18]2[C:13](=[CH:14][C:15]([O:19][CH3:20])=[CH:16][CH:17]=2)[N:12]=[CH:11][CH:10]=1. The catalyst class is: 25. (3) Reactant: Cl[C:2]1[N:11]=[C:10]([NH:12][CH2:13][CH:14]2[CH2:18][O:17]C(C)(C)[O:15]2)[C:9]2[C:4](=[CH:5][CH:6]=[C:7]([CH3:21])[CH:8]=2)[N:3]=1.C(N(CC)CC)C.[S:29]1(=[O:41])(=[O:40])[C:35]2[CH:36]=[CH:37][CH:38]=[CH:39][C:34]=2[CH2:33][NH:32][CH2:31][CH2:30]1.Cl. Product: [O:41]=[S:29]1(=[O:40])[C:35]2[CH:36]=[CH:37][CH:38]=[CH:39][C:34]=2[CH2:33][N:32]([C:2]2[N:11]=[C:10]([NH:12][CH2:13][CH:14]([OH:15])[CH2:18][OH:17])[C:9]3[C:4](=[CH:5][CH:6]=[C:7]([CH3:21])[CH:8]=3)[N:3]=2)[CH2:31][CH2:30]1. The catalyst class is: 405. (4) Reactant: [H-].[Na+].[CH2:3]([OH:10])[C:4]1[CH:9]=[CH:8][CH:7]=[CH:6][CH:5]=1.[CH3:11][O:12][C:13]([C:15]1[C:20]([O:21][CH2:22][C:23]2[CH:28]=[CH:27][CH:26]=[CH:25][CH:24]=2)=[C:19](Br)[CH:18]=[C:17]([Br:30])[N:16]=1)=[O:14]. Product: [CH3:11][O:12][C:13]([C:15]1[C:20]([O:21][CH2:22][C:23]2[CH:28]=[CH:27][CH:26]=[CH:25][CH:24]=2)=[C:19]([O:10][CH2:3][C:4]2[CH:9]=[CH:8][CH:7]=[CH:6][CH:5]=2)[CH:18]=[C:17]([Br:30])[N:16]=1)=[O:14]. The catalyst class is: 215.